This data is from Full USPTO retrosynthesis dataset with 1.9M reactions from patents (1976-2016). The task is: Predict the reactants needed to synthesize the given product. (1) Given the product [CH:28]1([S:31]([NH:26][C:25]([C@@:24]2([NH:23][C:21](=[O:22])[O:5][C:1]([CH3:2])([CH3:3])[CH3:4])[CH2:35][C@H:36]2[CH2:37][CH3:38])=[O:49])(=[O:33])=[O:32])[CH2:30][CH2:29]1, predict the reactants needed to synthesize it. The reactants are: [C:1]([O:5]C([C@]1(C(O)=O)C[C@H]1CC)=O)([CH3:4])([CH3:3])[CH3:2].C1N=CN([C:21]([N:23]2C=[N:26][CH:25]=[CH:24]2)=[O:22])C=1.[CH:28]1([S:31](N)(=[O:33])=[O:32])[CH2:30][CH2:29]1.[CH2:35]1CCN2[C:38](=NCCC2)[CH2:37][CH2:36]1.C1C[O:49]CC1. (2) Given the product [C:33]([O:36][C:5](=[O:7])[NH:27][C:20]1([CH3:19])[CH2:21][CH2:16]1)([CH3:35])([CH3:34])[CH3:32], predict the reactants needed to synthesize it. The reactants are: CC1([C:5]([OH:7])=O)CC1.[C:20]1(P(N=[N+]=[N-])([C:16]2[CH:21]=[CH:20][CH:19]=CC=2)=O)[CH:19]=CC=[CH:16][CH:21]=1.CC[N:27](CC)CC.[CH3:32][C:33]([OH:36])([CH3:35])[CH3:34]. (3) Given the product [CH3:20][O:21][C:16](=[O:17])[C:15]1[CH:14]=[C:13]([F:18])[CH:12]=[CH:11][C:10]=1[C:9]([NH:8][C:6]([O:5][C:1]([CH3:3])([CH3:2])[CH3:4])=[O:7])=[O:19], predict the reactants needed to synthesize it. The reactants are: [C:1]([O:5][C:6]([N:8]1[C:16](=[O:17])[C:15]2[C:10](=[CH:11][CH:12]=[C:13]([F:18])[CH:14]=2)[C:9]1=[O:19])=[O:7])([CH3:4])([CH3:3])[CH3:2].[CH3:20][OH:21].